From a dataset of Full USPTO retrosynthesis dataset with 1.9M reactions from patents (1976-2016). Predict the reactants needed to synthesize the given product. (1) Given the product [CH:18]([N:14]([CH:15]([CH3:17])[CH3:16])[CH2:13][CH2:12][NH:11][C:10]([C:7]1[CH:8]=[CH:9][C:4]([C:3]([OH:22])=[O:2])=[CH:5][N:6]=1)=[O:21])([CH3:19])[CH3:20], predict the reactants needed to synthesize it. The reactants are: C[O:2][C:3](=[O:22])[C:4]1[CH:9]=[CH:8][C:7]([C:10](=[O:21])[NH:11][CH2:12][CH2:13][N:14]([CH:18]([CH3:20])[CH3:19])[CH:15]([CH3:17])[CH3:16])=[N:6][CH:5]=1.[OH-].[Na+]. (2) Given the product [OH:7][NH:8][C:9]([C:11]1([S:17]([C:20]2[CH:21]=[CH:22][C:23]([O:26][C:27]3[CH:32]=[CH:31][C:30]([C:33]([F:35])([F:34])[F:36])=[CH:29][CH:28]=3)=[CH:24][CH:25]=2)(=[O:19])=[O:18])[CH2:16][CH2:15][N:14]([C:47]([C:46]2[CH:50]=[CH:51][CH:52]=[CH:53][C:45]=2[F:44])=[O:48])[CH2:13][CH2:12]1)=[O:10], predict the reactants needed to synthesize it. The reactants are: O1CCCCC1[O:7][NH:8][C:9]([C:11]1([S:17]([C:20]2[CH:25]=[CH:24][C:23]([O:26][C:27]3[CH:32]=[CH:31][C:30]([C:33]([F:36])([F:35])[F:34])=[CH:29][CH:28]=3)=[CH:22][CH:21]=2)(=[O:19])=[O:18])[CH2:16][CH2:15][NH:14][CH2:13][CH2:12]1)=[O:10].CN1CCOCC1.[F:44][C:45]1[CH:53]=[CH:52][CH:51]=[CH:50][C:46]=1[C:47](Cl)=[O:48].C(O)C(N)(CO)CO. (3) The reactants are: [OH:1][C@@H:2]1[C@H:7]([NH:8][C:9](=[O:15])[O:10][C:11]([CH3:14])([CH3:13])[CH3:12])[CH:6]=[C:5]([C:16]2[CH:21]=[CH:20][N:19]=[CH:18][C:17]=2[N+:22]([O-:24])=[O:23])[CH2:4][C@@H:3]1[CH3:25].[CH3:26][S:27]([CH:30]=[CH2:31])(=[O:29])=[O:28].C(=O)([O-])[O-].[Cs+].[Cs+].C([O-])(O)=O.[Na+]. Given the product [CH3:25][C@@H:3]1[C@H:2]([O:1][CH2:31][CH2:30][S:27]([CH3:26])(=[O:29])=[O:28])[C@H:7]([NH:8][C:9](=[O:15])[O:10][C:11]([CH3:12])([CH3:13])[CH3:14])[CH:6]=[C:5]([C:16]2[CH:21]=[CH:20][N:19]=[CH:18][C:17]=2[N+:22]([O-:24])=[O:23])[CH2:4]1, predict the reactants needed to synthesize it. (4) Given the product [C:4]([O:6][C:7]([CH3:10])([CH3:9])[CH3:8])(=[O:5])/[CH:3]=[CH:2]/[C:1]([O:12][C:13]([CH3:14])([CH3:16])[CH3:15])=[O:11].[C:17]([O:24][CH:25]([CH3:27])[CH3:26])(=[O:23])/[CH:18]=[CH:19]/[C:20]([O-:22])=[O:21].[C:28]([O:38][CH:39]([CH3:41])[CH3:40])(=[O:37])[CH:29]=[CH:30][C:31]1[CH:32]=[CH:33][CH:34]=[CH:35][CH:36]=1, predict the reactants needed to synthesize it. The reactants are: [C:1]([O:12][C:13]([CH3:16])([CH3:15])[CH3:14])(=[O:11])/[CH:2]=[CH:3]/[C:4]([O:6][C:7]([CH3:10])([CH3:9])[CH3:8])=[O:5].[C:17]([O:24][CH:25]([CH3:27])[CH3:26])(=[O:23])/[CH:18]=[CH:19]/[C:20]([O-:22])=[O:21].[C:28]([O:38][CH:39]([CH3:41])[CH3:40])(=[O:37])[CH:29]=[CH:30][C:31]1[CH:36]=[CH:35][CH:34]=[CH:33][CH:32]=1.CCCCCC. (5) The reactants are: [C:1]([O:4][CH2:5][CH:6]1[CH2:11][CH:10]([O:12]C2CCCCO2)[CH2:9][CH2:8][N:7]1[C:19]([O:21][C:22]([CH3:25])([CH3:24])[CH3:23])=[O:20])(=[O:3])[CH3:2].O.C1(C)C=CC(S(O)(=O)=O)=CC=1. Given the product [C:1]([O:4][CH2:5][CH:6]1[CH2:11][CH:10]([OH:12])[CH2:9][CH2:8][N:7]1[C:19]([O:21][C:22]([CH3:25])([CH3:24])[CH3:23])=[O:20])(=[O:3])[CH3:2], predict the reactants needed to synthesize it. (6) Given the product [CH2:1]([C:8]1[CH:9]=[CH:10][C:11]([C:12]([NH:14][C:15]2[CH:20]=[CH:19][C:18]([CH:21]=[O:22])=[CH:17][C:16]=2[F:23])=[O:13])=[CH:24][CH:25]=1)[C:2]1[CH:3]=[CH:4][CH:5]=[CH:6][CH:7]=1, predict the reactants needed to synthesize it. The reactants are: [CH2:1]([C:8]1[CH:25]=[CH:24][C:11]([C:12]([NH:14][C:15]2[CH:20]=[CH:19][C:18]([CH2:21][OH:22])=[CH:17][C:16]=2[F:23])=[O:13])=[CH:10][CH:9]=1)[C:2]1[CH:7]=[CH:6][CH:5]=[CH:4][CH:3]=1.C[N+]1([O-])CCOCC1.C([N+](CCC)(CCC)CCC)CC.